Task: Predict the reactants needed to synthesize the given product.. Dataset: Full USPTO retrosynthesis dataset with 1.9M reactions from patents (1976-2016) Given the product [C:40]([C:42]1[CH:49]=[CH:48][C:45]([CH:46]2[C:51]([C:50]#[N:53])=[C:10]([CH3:11])[N:34]([C:30]3[CH:31]=[CH:32][CH:33]=[C:28]([C:27]([F:26])([F:38])[F:39])[CH:29]=3)[C:35](=[S:36])[NH:37]2)=[CH:44][CH:43]=1)#[N:41], predict the reactants needed to synthesize it. The reactants are: P(O[CH2:10][CH3:11])(OCC)(OCC)=O.O=P12OP3(OP(OP(O3)(O1)=O)(=O)O2)=O.[F:26][C:27]([F:39])([F:38])[C:28]1[CH:29]=[C:30]([NH:34][C:35]([NH2:37])=[S:36])[CH:31]=[CH:32][CH:33]=1.[C:40]([C:42]1[CH:49]=[CH:48][C:45]([CH:46]=O)=[CH:44][CH:43]=1)#[N:41].[C:50]([NH2:53])(=O)[CH3:51].